This data is from Reaction yield outcomes from USPTO patents with 853,638 reactions. The task is: Predict the reaction yield, written as a fraction of the theoretical maximum amount of product (1.0 means a 100% yield; for example, 0.34 means a 34% yield). The reactants are [F:1][C:2]1[CH:7]=[C:6]([CH3:8])[C:5]([CH3:9])=[CH:4][C:3]=1N.S(=O)(=O)(O)O.N([O-])=O.[Na+].[I-:20].[K+]. The catalyst is O. The product is [F:1][C:2]1[CH:7]=[C:6]([CH3:8])[C:5]([CH3:9])=[CH:4][C:3]=1[I:20]. The yield is 0.690.